From a dataset of NCI-60 drug combinations with 297,098 pairs across 59 cell lines. Regression. Given two drug SMILES strings and cell line genomic features, predict the synergy score measuring deviation from expected non-interaction effect. Drug 1: CC1=C2C(C(=O)C3(C(CC4C(C3C(C(C2(C)C)(CC1OC(=O)C(C(C5=CC=CC=C5)NC(=O)C6=CC=CC=C6)O)O)OC(=O)C7=CC=CC=C7)(CO4)OC(=O)C)O)C)OC(=O)C. Drug 2: C1=CN(C=N1)CC(O)(P(=O)(O)O)P(=O)(O)O. Cell line: SK-MEL-28. Synergy scores: CSS=24.7, Synergy_ZIP=-7.23, Synergy_Bliss=-0.108, Synergy_Loewe=-32.1, Synergy_HSA=-0.340.